Dataset: Catalyst prediction with 721,799 reactions and 888 catalyst types from USPTO. Task: Predict which catalyst facilitates the given reaction. (1) Reactant: [OH:1][C@@H:2]1[CH2:6][CH2:5][N:4]([C:7]([O:9][C:10]([CH3:13])([CH3:12])[CH3:11])=[O:8])[CH2:3]1.O[C:15]1[CH:30]=[CH:29][C:18]([C:19]([O:21][CH2:22][C:23]2[CH:28]=[CH:27][CH:26]=[CH:25][CH:24]=2)=[O:20])=[CH:17][CH:16]=1.C1(P(C2C=CC=CC=2)C2C=CC=CC=2)C=CC=CC=1.N(/C(OC(C)C)=O)=N\C(OC(C)C)=O. Product: [CH2:22]([O:21][C:19]([C:18]1[CH:29]=[CH:30][C:15]([O:1][C@H:2]2[CH2:6][CH2:5][N:4]([C:7]([O:9][C:10]([CH3:13])([CH3:12])[CH3:11])=[O:8])[CH2:3]2)=[CH:16][CH:17]=1)=[O:20])[C:23]1[CH:24]=[CH:25][CH:26]=[CH:27][CH:28]=1. The catalyst class is: 7. (2) Reactant: [F:1][C:2]1[CH:7]=[C:6]([NH2:8])[CH:5]=[CH:4][C:3]=1[NH:9][C:10]1[CH:15]=[CH:14][N:13]=[C:12]2[N:16](COCC[Si](C)(C)C)[CH:17]=[CH:18][C:11]=12.Cl[C:28]1[CH:33]=[C:32]([C:34]2[CH:39]=[CH:38][C:37]([F:40])=[CH:36][CH:35]=2)[N:31]=[C:30]([NH2:41])[N:29]=1.Cl.[OH-].[Na+]. Product: [F:40][C:37]1[CH:36]=[CH:35][C:34]([C:32]2[N:31]=[C:30]([NH2:41])[N:29]=[C:28]([NH:8][C:6]3[CH:5]=[CH:4][C:3]([NH:9][C:10]4[CH:15]=[CH:14][N:13]=[C:12]5[NH:16][CH:17]=[CH:18][C:11]=45)=[C:2]([F:1])[CH:7]=3)[CH:33]=2)=[CH:39][CH:38]=1. The catalyst class is: 6. (3) Reactant: [F:1][C:2]([F:38])([F:37])[C:3]1[CH:4]=[C:5]([C@H:13]2[O:17][C:16](=[O:18])[N:15]([CH2:19][C:20]3[C:25]([C:26]4[CH:31]=[CH:30][C:29]([F:32])=[C:28](I)[CH:27]=4)=[CH:24][N:23]=[C:22]([S:34][CH3:35])[N:21]=3)[C@H:14]2[CH3:36])[CH:6]=[C:7]([C:9]([F:12])([F:11])[F:10])[CH:8]=1.[C:39]([O-:42])([O-])=[O:40].[Na+].[Na+].O.[CH3:46]CO.[C:49]1([CH3:55])[CH:54]=[CH:53][CH:52]=[CH:51][CH:50]=1. Product: [F:1][C:2]([F:38])([F:37])[C:3]1[CH:4]=[C:5]([C@H:13]2[O:17][C:16](=[O:18])[N:15]([CH2:19][C:20]3[C:25]([C:26]4[CH:31]=[CH:30][C:29]([F:32])=[C:28]([C:50]5[CH:51]=[CH:52][C:53]([C:39]([O:42][CH3:46])=[O:40])=[CH:54][C:49]=5[CH3:55])[CH:27]=4)=[CH:24][N:23]=[C:22]([S:34][CH3:35])[N:21]=3)[C@H:14]2[CH3:36])[CH:6]=[C:7]([C:9]([F:12])([F:11])[F:10])[CH:8]=1. The catalyst class is: 73. (4) The catalyst class is: 3. Product: [NH2:11][C:9]1[N:8]=[CH:7][N:6]=[C:5]2[N:4]([CH2:19][C:20]3[N:21]([CH:32]([CH3:34])[CH3:33])[C:22](=[O:31])[C:23]4[C:28]([CH:29]=3)=[CH:27][CH:26]=[CH:25][C:24]=4[CH3:30])[N:3]=[C:2]([I:1])[C:10]=12. Reactant: [I:1][C:2]1[C:10]2[C:5](=[N:6][CH:7]=[N:8][C:9]=2[NH2:11])[NH:4][N:3]=1.CC(C)([O-])C.[K+].Br[CH2:19][C:20]1[N:21]([CH:32]([CH3:34])[CH3:33])[C:22](=[O:31])[C:23]2[C:28]([CH:29]=1)=[CH:27][CH:26]=[CH:25][C:24]=2[CH3:30].